Dataset: NCI-60 drug combinations with 297,098 pairs across 59 cell lines. Task: Regression. Given two drug SMILES strings and cell line genomic features, predict the synergy score measuring deviation from expected non-interaction effect. (1) Drug 1: CC1OCC2C(O1)C(C(C(O2)OC3C4COC(=O)C4C(C5=CC6=C(C=C35)OCO6)C7=CC(=C(C(=C7)OC)O)OC)O)O. Drug 2: COC1=NC(=NC2=C1N=CN2C3C(C(C(O3)CO)O)O)N. Cell line: TK-10. Synergy scores: CSS=28.4, Synergy_ZIP=0.789, Synergy_Bliss=4.96, Synergy_Loewe=-21.8, Synergy_HSA=2.23. (2) Drug 1: CN(C)C1=NC(=NC(=N1)N(C)C)N(C)C. Drug 2: C1=CC=C(C(=C1)C(C2=CC=C(C=C2)Cl)C(Cl)Cl)Cl. Cell line: SNB-19. Synergy scores: CSS=5.32, Synergy_ZIP=0.361, Synergy_Bliss=4.34, Synergy_Loewe=2.88, Synergy_HSA=2.59. (3) Drug 1: C1CNP(=O)(OC1)N(CCCl)CCCl. Drug 2: CNC(=O)C1=NC=CC(=C1)OC2=CC=C(C=C2)NC(=O)NC3=CC(=C(C=C3)Cl)C(F)(F)F. Cell line: T-47D. Synergy scores: CSS=38.1, Synergy_ZIP=4.51, Synergy_Bliss=4.57, Synergy_Loewe=-11.1, Synergy_HSA=2.58. (4) Drug 1: CN1CCC(CC1)COC2=C(C=C3C(=C2)N=CN=C3NC4=C(C=C(C=C4)Br)F)OC. Drug 2: CC1=C(C(=O)C2=C(C1=O)N3CC4C(C3(C2COC(=O)N)OC)N4)N. Cell line: KM12. Synergy scores: CSS=22.6, Synergy_ZIP=5.59, Synergy_Bliss=7.89, Synergy_Loewe=-13.8, Synergy_HSA=5.30. (5) Cell line: SF-268. Drug 1: COC1=CC(=CC(=C1O)OC)C2C3C(COC3=O)C(C4=CC5=C(C=C24)OCO5)OC6C(C(C7C(O6)COC(O7)C8=CC=CS8)O)O. Synergy scores: CSS=21.2, Synergy_ZIP=2.73, Synergy_Bliss=4.77, Synergy_Loewe=-31.9, Synergy_HSA=2.05. Drug 2: C1=NNC2=C1C(=O)NC=N2.